From a dataset of Forward reaction prediction with 1.9M reactions from USPTO patents (1976-2016). Predict the product of the given reaction. (1) Given the reactants C[Si](C)(C)[N:3]([C@H:8]([B:13]1[O:17][C@@H:16]2[CH2:18][C@@H:19]3[CH2:22][C@H:21]([C@:15]2([CH3:25])[O:14]1)[C:20]3([CH3:24])[CH3:23])[CH2:9][CH:10]([CH3:12])[CH3:11])[Si](C)(C)C.[ClH:28], predict the reaction product. The product is: [ClH:28].[CH3:25][C@:15]12[C@H:21]3[CH2:22][C@H:19]([C:20]3([CH3:23])[CH3:24])[CH2:18][C@H:16]1[O:17][B:13]([C@@H:8]([NH2:3])[CH2:9][CH:10]([CH3:12])[CH3:11])[O:14]2. (2) Given the reactants [F:1][C:2]([F:7])([F:6])[C:3]([OH:5])=[O:4].[CH:8]1([CH:13]([N:18]2[CH:22]=[C:21]([C:23]3[C:24]4[CH:32]=[CH:31][N:30](OCC[Si](C)(C)C)[C:25]=4[N:26]=[C:27](C)[N:28]=3)[CH:20]=[N:19]2)[CH2:14][CH:15]2[CH2:17][CH2:16]2)[CH2:12][CH2:11][CH2:10][CH2:9]1.C(O)(C(F)(F)F)=O, predict the reaction product. The product is: [F:1][C:2]([F:7])([F:6])[C:3]([OH:5])=[O:4].[CH:8]1([CH:13]([N:18]2[CH:22]=[C:21]([C:23]3[C:24]4[CH:32]=[CH:31][NH:30][C:25]=4[N:26]=[CH:27][N:28]=3)[CH:20]=[N:19]2)[CH2:14][CH:15]2[CH2:17][CH2:16]2)[CH2:12][CH2:11][CH2:10][CH2:9]1.